From a dataset of Forward reaction prediction with 1.9M reactions from USPTO patents (1976-2016). Predict the product of the given reaction. (1) Given the reactants [N:1]([C@@H:4]1[C@H:8]([OH:9])[C@@H:7]([CH2:10][OH:11])[O:6][C@H:5]1[N:12]1[CH:19]=[CH:18][C:16](=[O:17])[NH:15][C:13]1=[O:14])=[N+:2]=[N-:3].[CH3:20][O:21][C:22]1([O:42][CH3:43])[CH:41]=[CH:40][C:25]([C:26](Cl)([C:33]2[CH:38]=[CH:37][CH:36]=[CH:35][CH:34]=2)[C:27]2[CH:32]=[CH:31][CH:30]=[CH:29][CH:28]=2)=[CH:24][CH2:23]1.[C:44](OC(=O)C)(=[O:46])[CH3:45], predict the reaction product. The product is: [CH3:20][O:21][C:22]1([O:42][CH3:43])[CH:41]=[CH:40][C:25]([C:26]([O:11][CH2:10][C@H:7]2[O:6][C@@H:5]([N:12]3[CH:19]=[CH:18][C:16](=[O:17])[NH:15][C:13]3=[O:14])[C@H:4]([N:1]=[N+:2]=[N-:3])[C@@H:8]2[O:9][C:44](=[O:46])[CH3:45])([C:33]2[CH:38]=[CH:37][CH:36]=[CH:35][CH:34]=2)[C:27]2[CH:32]=[CH:31][CH:30]=[CH:29][CH:28]=2)=[CH:24][CH2:23]1. (2) Given the reactants [CH:1]1[CH:6]=[CH:5][C:4]([CH2:7][C@H:8]([N:12]2[C:21](=[O:22])[C:20]3[C:15](=[CH:16][CH:17]=[CH:18][CH:19]=3)[C:13]2=[O:14])[C:9]([OH:11])=O)=[CH:3][CH:2]=1.[NH2:23][CH2:24][C:25]([C:27]1[CH:32]=[CH:31][CH:30]=[CH:29][CH:28]=1)=[O:26].CN([P+](ON1N=NC2C=CC=CC1=2)(N(C)C)N(C)C)C.F[P-](F)(F)(F)(F)F, predict the reaction product. The product is: [O:14]=[C:13]1[C:15]2[C:20](=[CH:19][CH:18]=[CH:17][CH:16]=2)[C:21](=[O:22])[N:12]1[C@@H:8]([CH2:7][C:4]1[CH:5]=[CH:6][CH:1]=[CH:2][CH:3]=1)[C:9]([NH:23][CH2:24][C:25](=[O:26])[C:27]1[CH:32]=[CH:31][CH:30]=[CH:29][CH:28]=1)=[O:11]. (3) Given the reactants [Br:1][C:2]1[CH:10]=[C:9]2[C:5]([C:6]([CH:11]=[O:12])=[N:7][NH:8]2)=[CH:4][CH:3]=1.CC1C=CC(S(O)(=O)=O)=CC=1.[O:24]1[CH:29]=[CH:28][CH2:27][CH2:26][CH2:25]1, predict the reaction product. The product is: [Br:1][C:2]1[CH:10]=[C:9]2[C:5]([C:6]([CH:11]=[O:12])=[N:7][N:8]2[CH:25]2[CH2:26][CH2:27][CH2:28][CH2:29][O:24]2)=[CH:4][CH:3]=1. (4) Given the reactants Cl.[Cl:2][C:3]1[CH:8]=[C:7]([Cl:9])[CH:6]=[CH:5][C:4]=1[C:10]1([OH:37])[C:18]2[C:13](=[CH:14][C:15]([C:23](N)=[O:24])=[CH:16][C:17]=2[C:19]([F:22])([F:21])[F:20])[N:12]([CH2:26][C@H:27]2[CH2:30][C@H:29]([N:31]([CH2:34][CH3:35])[CH2:32][CH3:33])[CH2:28]2)[C:11]1=[O:36].[BrH:38].C(O)(=[O:41])C, predict the reaction product. The product is: [BrH:38].[Cl:2][C:3]1[CH:8]=[C:7]([Cl:9])[CH:6]=[CH:5][C:4]=1[C:10]1([OH:37])[C:18]2[C:13](=[CH:14][C:15]([C:23]([OH:24])=[O:41])=[CH:16][C:17]=2[C:19]([F:22])([F:21])[F:20])[N:12]([CH2:26][C@H:27]2[CH2:28][C@H:29]([N:31]([CH2:32][CH3:33])[CH2:34][CH3:35])[CH2:30]2)[C:11]1=[O:36]. (5) Given the reactants [NH2:1][C:2]([CH3:8])([CH3:7])[CH2:3][C:4]([OH:6])=[O:5].[C:9]1(=O)[O:14][C:12](=[O:13])[C:11]2=[CH:15][CH:16]=[CH:17][CH:18]=[C:10]12, predict the reaction product. The product is: [CH3:7][C:2]([CH3:8])([N:1]1[C:12](=[O:13])[C:11]2[C:10](=[CH:18][CH:17]=[CH:16][CH:15]=2)[C:9]1=[O:14])[CH2:3][C:4]([OH:6])=[O:5]. (6) Given the reactants [CH3:1][C:2]([CH3:18])([CH3:17])[CH2:3][O:4][C:5]1[CH:6]=[N:7][N:8](C(OC(C)(C)C)=O)[CH:9]=1, predict the reaction product. The product is: [CH3:1][C:2]([CH3:18])([CH3:17])[CH2:3][O:4][C:5]1[CH:9]=[N:8][NH:7][CH:6]=1. (7) Given the reactants [CH3:1][C:2]1[N:6]2[C:7]3[CH:13]=[C:12]([CH3:14])[NH:11][C:8]=3[CH:9]=[CH:10][C:5]2=[N:4][N:3]=1.C([O-])([O-])=O.[K+].[K+].[CH2:21](Br)[C:22]1[CH:27]=[CH:26][CH:25]=[CH:24][CH:23]=1, predict the reaction product. The product is: [CH2:21]([N:11]1[C:8]2[CH:9]=[CH:10][C:5]3[N:6]([C:2]([CH3:1])=[N:3][N:4]=3)[C:7]=2[CH:13]=[C:12]1[CH3:14])[C:22]1[CH:27]=[CH:26][CH:25]=[CH:24][CH:23]=1. (8) Given the reactants FC(F)(F)C(O)=O.[CH:8]([N:11]1[C:15]([C:16]2[N:25]=[C:24]3[N:18]([CH2:19][CH2:20][O:21][C:22]4[CH:29]=[C:28]([CH:30]5[CH2:35][CH2:34][NH:33][CH2:32][CH2:31]5)[CH:27]=[CH:26][C:23]=43)[CH:17]=2)=[N:14][CH:13]=[N:12]1)([CH3:10])[CH3:9].C(=O)([O-])[O-].[K+].[K+].[CH:42]([NH:45][C:46](=[O:49])[CH2:47]Cl)([CH3:44])[CH3:43], predict the reaction product. The product is: [CH:42]([NH:45][C:46](=[O:49])[CH2:47][N:33]1[CH2:34][CH2:35][CH:30]([C:28]2[CH:27]=[CH:26][C:23]3[C:24]4[N:18]([CH:17]=[C:16]([C:15]5[N:11]([CH:8]([CH3:10])[CH3:9])[N:12]=[CH:13][N:14]=5)[N:25]=4)[CH2:19][CH2:20][O:21][C:22]=3[CH:29]=2)[CH2:31][CH2:32]1)([CH3:44])[CH3:43]. (9) Given the reactants [CH3:1][C:2]([C:4]#[CH:5])=[CH2:3].[Li]CCCC.[CH:11](=[O:18])[C:12]1[CH:17]=[CH:16][CH:15]=[CH:14][CH:13]=1, predict the reaction product. The product is: [CH3:3][C:2](=[CH2:1])[C:4]#[C:5][CH:11]([C:12]1[CH:17]=[CH:16][CH:15]=[CH:14][CH:13]=1)[OH:18]. (10) Given the reactants [CH3:1][C:2]1[CH:3]=[C:4]([CH:6]=[CH:7][C:8]=1[O:9][C:10]1[CH:11]=[N:12][C:13]([CH3:16])=[CH:14][CH:15]=1)[NH2:5].C([O:20][C:21]1[CH:22]=[C:23]2[C:28](=[CH:29][CH:30]=1)[N:27]=[CH:26][N:25]=[C:24]2Cl)(=O)C, predict the reaction product. The product is: [CH3:1][C:2]1[CH:3]=[C:4]([NH:5][C:24]2[C:23]3[C:28](=[CH:29][CH:30]=[C:21]([OH:20])[CH:22]=3)[N:27]=[CH:26][N:25]=2)[CH:6]=[CH:7][C:8]=1[O:9][C:10]1[CH:11]=[N:12][C:13]([CH3:16])=[CH:14][CH:15]=1.